Task: Regression/Classification. Given a drug SMILES string, predict its absorption, distribution, metabolism, or excretion properties. Task type varies by dataset: regression for continuous measurements (e.g., permeability, clearance, half-life) or binary classification for categorical outcomes (e.g., BBB penetration, CYP inhibition). Dataset: cyp3a4_veith.. Dataset: CYP3A4 inhibition data for predicting drug metabolism from PubChem BioAssay (1) The drug is O=C(O)Cc1sc(-c2ccc(Cl)cc2)nc1-c1ccccc1. The result is 0 (non-inhibitor). (2) The molecule is COc1cccc2c1C(=O)c1c(O)c3c(c(O)c1C2=O)C[C@](O)(C(=O)CO)C[C@H]3O[C@@H]1C[C@H](N)[C@H](O)[C@H](C)O1. The result is 0 (non-inhibitor). (3) The result is 0 (non-inhibitor). The drug is COCCNC(=O)CSc1ncnc2sccc12. (4) The drug is COCC(=O)N1CCC[C@@]2(CCN(c3ncccn3)C2)C1. The result is 0 (non-inhibitor). (5) The molecule is O=c1[nH][nH]c(C(F)(F)F)c1C=Nc1ccc(Cl)cc1. The result is 0 (non-inhibitor). (6) The drug is COc1ccccc1CNc1cc(-c2ccoc2)ncn1. The result is 1 (inhibitor). (7) The compound is O[C@@](CCN1CCCC1)(c1ccccc1)C1CCCCC1. The result is 0 (non-inhibitor).